The task is: Predict which catalyst facilitates the given reaction.. This data is from Catalyst prediction with 721,799 reactions and 888 catalyst types from USPTO. (1) Reactant: Cl[C:2]1[N:7]=[C:6]([O:8][C:9]2[C:18]3[C:13](=[CH:14][CH:15]=[CH:16][CH:17]=3)[C:12]([NH:19][C:20]([NH:22][C:23]3[N:27]([C:28]4[CH:33]=[CH:32][CH:31]=[C:30]([CH2:34][P:35]([CH3:38])([CH3:37])=[O:36])[CH:29]=4)[N:26]=[C:25]([CH:39]([CH3:41])[CH3:40])[CH:24]=3)=[O:21])=[CH:11][CH:10]=2)[CH:5]=[CH:4][N:3]=1.[CH3:42][O:43][C:44]1[CH:50]=[CH:49][CH:48]=[CH:47][C:45]=1[NH2:46]. Product: [CH3:37][P:35]([CH2:34][C:30]1[CH:29]=[C:28]([N:27]2[C:23]([NH:22][C:20]([NH:19][C:12]3[C:13]4[C:18](=[CH:17][CH:16]=[CH:15][CH:14]=4)[C:9]([O:8][C:6]4[CH:5]=[CH:4][N:3]=[C:2]([NH:46][C:45]5[CH:47]=[CH:48][CH:49]=[CH:50][C:44]=5[O:43][CH3:42])[N:7]=4)=[CH:10][CH:11]=3)=[O:21])=[CH:24][C:25]([CH:39]([CH3:41])[CH3:40])=[N:26]2)[CH:33]=[CH:32][CH:31]=1)([CH3:38])=[O:36]. The catalyst class is: 118. (2) Reactant: [CH:1]([O:4][C:5]([N:7]1[CH2:10][CH:9]([O:11][C@@H:12]([C:14]([O:16]C)=[O:15])[CH3:13])[CH2:8]1)=[O:6])([CH3:3])[CH3:2].O.O.[OH-].[Li+]. Product: [CH:1]([O:4][C:5]([N:7]1[CH2:10][CH:9]([O:11][C@@H:12]([C:14]([OH:16])=[O:15])[CH3:13])[CH2:8]1)=[O:6])([CH3:2])[CH3:3]. The catalyst class is: 1. (3) Reactant: [CH3:1][C:2]1[N:7]=[C:6]([C:8]([N:10]2[C@H:16]([CH2:17][NH2:18])[CH2:15][C@@H:14]3[C@@H:12]([CH2:13]3)[CH2:11]2)=[O:9])[C:5]([C:19]2[N:24]=[CH:23][CH:22]=[CH:21][N:20]=2)=[CH:4][CH:3]=1.C(=O)([O-])[O-].[K+].[K+].F[C:32]1[C:37]([F:38])=[CH:36][C:35]([C:39]([F:42])([F:41])[F:40])=[CH:34][N:33]=1. Product: [F:38][C:37]1[C:32]([NH:18][CH2:17][C@@H:16]2[CH2:15][C@@H:14]3[C@@H:12]([CH2:13]3)[CH2:11][N:10]2[C:8]([C:6]2[C:5]([C:19]3[N:24]=[CH:23][CH:22]=[CH:21][N:20]=3)=[CH:4][CH:3]=[C:2]([CH3:1])[N:7]=2)=[O:9])=[N:33][CH:34]=[C:35]([C:39]([F:41])([F:40])[F:42])[CH:36]=1. The catalyst class is: 31. (4) The catalyst class is: 37. Reactant: Cl[C:2]1[N:7]=[C:6]([N:8]([CH2:15][C:16](=[O:18])[NH2:17])[C:9]2[CH:14]=[CH:13][CH:12]=[CH:11][CH:10]=2)[CH:5]=[CH:4][N:3]=1.Cl.Cl.[CH3:21][N:22]([CH2:24][CH:25]([OH:35])[CH2:26][O:27][C:28]1[CH:34]=[CH:33][C:31]([NH2:32])=[CH:30][CH:29]=1)[CH3:23].N. Product: [CH3:23][N:22]([CH2:24][CH:25]([OH:35])[CH2:26][O:27][C:28]1[CH:29]=[CH:30][C:31]([NH:32][C:2]2[N:7]=[C:6]([N:8]([CH2:15][C:16](=[O:18])[NH2:17])[C:9]3[CH:14]=[CH:13][CH:12]=[CH:11][CH:10]=3)[CH:5]=[CH:4][N:3]=2)=[CH:33][CH:34]=1)[CH3:21]. (5) Reactant: CN(C)C=O.[N+:6]([C:9]1[CH:16]=[CH:15][C:12]([CH2:13]Br)=[CH:11][CH:10]=1)([O-:8])=[O:7].C(=O)(O)[O-].[Na+].[CH3:22][C:23]1[NH:24][C:25]2[CH:31]=[C:30]([C:32](=[O:41])[NH:33][CH2:34][C:35]3[CH:40]=[CH:39][CH:38]=[CH:37][N:36]=3)[CH:29]=[CH:28][C:26]=2[N:27]=1. Product: [CH3:22][C:23]1[N:27]([CH2:13][C:12]2[CH:15]=[CH:16][C:9]([N+:6]([O-:8])=[O:7])=[CH:10][CH:11]=2)[C:26]2[CH:28]=[CH:29][C:30]([C:32](=[O:41])[NH:33][CH2:34][C:35]3[CH:40]=[CH:39][CH:38]=[CH:37][N:36]=3)=[CH:31][C:25]=2[N:24]=1. The catalyst class is: 408.